This data is from Reaction yield outcomes from USPTO patents with 853,638 reactions. The task is: Predict the reaction yield, written as a fraction of the theoretical maximum amount of product (1.0 means a 100% yield; for example, 0.34 means a 34% yield). (1) The reactants are [N:1]1[CH:6]=[CH:5][CH:4]=[CH:3][C:2]=1[S:7]([O-:9])=[O:8].[Na+].ClN1C(=O)CCC1=O.S(Cl)(Cl)(=O)=O.[NH2:24][C:25]1[C:26]([F:47])=[C:27]([C:31]2[N:32]=[C:33]([C:43]([CH3:46])([CH3:45])[CH3:44])[S:34][C:35]=2[C:36]2[CH:41]=[CH:40][N:39]=[C:38]([NH2:42])[N:37]=2)[CH:28]=[CH:29][CH:30]=1.N1C=CC=CC=1. The catalyst is ClCCl. The product is [NH2:42][C:38]1[N:37]=[C:36]([C:35]2[S:34][C:33]([C:43]([CH3:45])([CH3:46])[CH3:44])=[N:32][C:31]=2[C:27]2[C:26]([F:47])=[C:25]([NH:24][S:7]([C:2]3[CH:3]=[CH:4][CH:5]=[CH:6][N:1]=3)(=[O:9])=[O:8])[CH:30]=[CH:29][CH:28]=2)[CH:41]=[CH:40][N:39]=1. The yield is 0.120. (2) The reactants are Br[C:2]1[C:6]2[CH:7]=[C:8]([C:11]([O:13][CH3:14])=[O:12])[CH:9]=[CH:10][C:5]=2[O:4][CH:3]=1.[C:15](P(C(C)(C)C)C(C)(C)C)(C)([CH3:17])[CH3:16].C#CC. The catalyst is O1CCOCC1.CCOC(C)=O.C1C=CC(C#N)=CC=1.C1C=CC(C#N)=CC=1.Cl[Pd]Cl. The product is [C:16]([C:2]1[C:6]2[CH:7]=[C:8]([C:11]([O:13][CH3:14])=[O:12])[CH:9]=[CH:10][C:5]=2[O:4][CH:3]=1)#[C:15][CH3:17]. The yield is 0.730. (3) The product is [C:3]([CH2:4][S:5][CH2:6][CH2:7][C:8]([OH:10])=[O:9])([OH:12])=[O:2]. The yield is 0.850. The reactants are C[O:2][C:3](=[O:12])[CH2:4][S:5][CH2:6][CH2:7][C:8]([O:10]C)=[O:9].O.[OH-].[Li+].Cl. The catalyst is C1COCC1.CO.O.O. (4) The reactants are [NH:1]1[C:9]2[C:4](=[CH:5][CH:6]=[CH:7][C:8]=2[C:10]([OH:12])=O)[CH:3]=[CH:2]1.CN(C(ON1N=NC2C=CC=CC1=2)=[N+](C)C)C.[B-](F)(F)(F)F.C(N(CC)C(C)C)(C)C.[C:44]([C:48]1[CH:67]=[CH:66][C:51]([CH2:52][NH:53][CH2:54][CH2:55][C:56]2[CH:61]=[CH:60][C:59]([O:62][CH:63]([F:65])[F:64])=[CH:58][CH:57]=2)=[CH:50][CH:49]=1)([CH3:47])([CH3:46])[CH3:45]. The catalyst is CN(C=O)C.O. The product is [C:44]([C:48]1[CH:67]=[CH:66][C:51]([CH2:52][N:53]([CH2:54][CH2:55][C:56]2[CH:57]=[CH:58][C:59]([O:62][CH:63]([F:65])[F:64])=[CH:60][CH:61]=2)[C:10]([C:8]2[CH:7]=[CH:6][CH:5]=[C:4]3[C:9]=2[NH:1][CH:2]=[CH:3]3)=[O:12])=[CH:50][CH:49]=1)([CH3:47])([CH3:45])[CH3:46]. The yield is 0.680. (5) The reactants are [CH2:1]([C:4]1[CH:9]=[CH:8][CH:7]=[CH:6][CH:5]=1)[CH:2]=[CH2:3].Br[C:11]1[CH:19]=[CH:18][C:14]([C:15]([OH:17])=[O:16])=[CH:13][CH:12]=1.CCN(CC)CC.C1(P(C2C=CC=CC=2)C2C=CC=CC=2)C=CC=CC=1. The catalyst is C([O-])(=O)C.[Pd+2].C([O-])(=O)C.C(#N)C. The product is [C:4]1([CH2:1][CH:2]=[CH:3][C:11]2[CH:19]=[CH:18][C:14]([C:15]([OH:17])=[O:16])=[CH:13][CH:12]=2)[CH:9]=[CH:8][CH:7]=[CH:6][CH:5]=1.[C:4]1([CH:1]=[CH:2][CH2:3][C:11]2[CH:19]=[CH:18][C:14]([C:15]([OH:17])=[O:16])=[CH:13][CH:12]=2)[CH:9]=[CH:8][CH:7]=[CH:6][CH:5]=1. The yield is 0.140. (6) The reactants are C([O-])([O-])=O.[K+].[K+].[CH2:7]([O:9][C:10](=[O:31])[CH2:11][CH2:12][CH2:13][CH2:14][CH2:15][CH2:16][N:17]([C:24]1[CH:29]=[C:28]([OH:30])[CH:27]=[CH:26][N:25]=1)[C:18]1[CH:23]=[CH:22][CH:21]=[CH:20][N:19]=1)[CH3:8].I[CH2:33][CH3:34].CCOC(C)=O. The catalyst is CN(C=O)C.[Cl-].[Na+].O. The product is [CH2:7]([O:9][C:10](=[O:31])[CH2:11][CH2:12][CH2:13][CH2:14][CH2:15][CH2:16][N:17]([C:24]1[CH:29]=[C:28]([O:30][CH2:33][CH3:34])[CH:27]=[CH:26][N:25]=1)[C:18]1[CH:23]=[CH:22][CH:21]=[CH:20][N:19]=1)[CH3:8]. The yield is 0.430. (7) The reactants are [F-:1].[K+].I([C:6]1[CH:7]=[C:8]([CH:21]=[CH:22][C:23]=1[N+:24]([O-:26])=[O:25])[C:9]([NH:11][CH2:12][C:13]([O:15][CH2:16][C:17]([Cl:20])([Cl:19])[Cl:18])=[O:14])=[O:10])(=O)=O.C1OCCOCCOCCOCCOCCOC1. The yield is 0.650. The product is [F:1][C:6]1[CH:7]=[C:8]([CH:21]=[CH:22][C:23]=1[N+:24]([O-:26])=[O:25])[C:9]([NH:11][CH2:12][C:13]([O:15][CH2:16][C:17]([Cl:20])([Cl:19])[Cl:18])=[O:14])=[O:10]. The catalyst is CS(C)=O.